From a dataset of Forward reaction prediction with 1.9M reactions from USPTO patents (1976-2016). Predict the product of the given reaction. (1) Given the reactants C(NC(C)C)(C)C.C([Li])CCC.[Br:13][C:14]1[CH:15]=[N:16][CH:17]=[CH:18][CH:19]=1.C1C[O:23][CH2:22]C1, predict the reaction product. The product is: [Br:13][C:14]1[CH:15]=[N:16][CH:17]=[CH:18][C:19]=1[CH:22]=[O:23]. (2) Given the reactants [C:1]([C:3]1([C:6]2[CH:7]=[C:8]([CH:35]=[CH:36][CH:37]=2)[C:9]([NH:11][C:12]2[CH:17]=[CH:16][CH:15]=[C:14]([O:18][C:19]3[CH:20]=[CH:21][C:22]4[N:23]([CH:25]=[C:26]([NH:28]C(=O)C(F)(F)F)[N:27]=4)[CH:24]=3)[CH:13]=2)=[O:10])[CH2:5][CH2:4]1)#[N:2].[OH-].[Na+].O, predict the reaction product. The product is: [NH2:28][C:26]1[N:27]=[C:22]2[CH:21]=[CH:20][C:19]([O:18][C:14]3[CH:13]=[C:12]([NH:11][C:9](=[O:10])[C:8]4[CH:35]=[CH:36][CH:37]=[C:6]([C:3]5([C:1]#[N:2])[CH2:4][CH2:5]5)[CH:7]=4)[CH:17]=[CH:16][CH:15]=3)=[CH:24][N:23]2[CH:25]=1. (3) Given the reactants Cl.[CH:2]([CH:15]1[CH2:20][CH2:19][NH:18][CH2:17][CH2:16]1)([C:9]1[CH:14]=[CH:13][CH:12]=[CH:11][CH:10]=1)[C:3]1[CH:8]=[CH:7][CH:6]=[CH:5][CH:4]=1.F[C:22]1[CH:29]=[CH:28][C:27]([N+:30]([O-:32])=[O:31])=[CH:26][C:23]=1[C:24]#[N:25].C(=O)([O-])[O-].[K+].[K+], predict the reaction product. The product is: [CH:2]([CH:15]1[CH2:20][CH2:19][N:18]([C:22]2[CH:29]=[CH:28][C:27]([N+:30]([O-:32])=[O:31])=[CH:26][C:23]=2[C:24]#[N:25])[CH2:17][CH2:16]1)([C:9]1[CH:10]=[CH:11][CH:12]=[CH:13][CH:14]=1)[C:3]1[CH:4]=[CH:5][CH:6]=[CH:7][CH:8]=1. (4) Given the reactants [CH3:1][O:2][C:3](=[O:22])[C:4]1[CH:9]=[C:8]([N+:10]([O-])=O)[C:7]([NH2:13])=[C:6]([F:14])[C:5]=1[NH:15][C:16]1[CH:21]=[CH:20][CH:19]=[CH:18][CH:17]=1.[CH:23](O)=O, predict the reaction product. The product is: [CH3:1][O:2][C:3]([C:4]1[C:5]([NH:15][C:16]2[CH:21]=[CH:20][CH:19]=[CH:18][CH:17]=2)=[C:6]([F:14])[C:7]2[N:13]=[CH:23][NH:10][C:8]=2[CH:9]=1)=[O:22]. (5) Given the reactants Cl[C:2]1[N:7]=[C:6]([N:8]2[CH2:13][CH2:12][O:11][CH2:10][C@@H:9]2[CH3:14])[CH:5]=[C:4]([C:15]([S:18]([C:21]([CH3:24])([CH3:23])[CH3:22])(=[O:20])=[O:19])([CH3:17])[CH3:16])[N:3]=1.CC1(C)C(C)(C)OB([C:33]2[CH:39]=[CH:38][C:36]([NH2:37])=[CH:35][CH:34]=2)O1.C(=O)([O-])[O-].[Na+].[Na+], predict the reaction product. The product is: [CH3:14][C@H:9]1[CH2:10][O:11][CH2:12][CH2:13][N:8]1[C:6]1[CH:5]=[C:4]([C:15]([S:18]([C:21]([CH3:24])([CH3:23])[CH3:22])(=[O:20])=[O:19])([CH3:17])[CH3:16])[N:3]=[C:2]([C:33]2[CH:39]=[CH:38][C:36]([NH2:37])=[CH:35][CH:34]=2)[N:7]=1. (6) Given the reactants [N+:1]([C:4]1[CH:15]=[CH:14][C:7]2[CH2:8][CH2:9][CH2:10][CH2:11][C:12](=[O:13])[C:6]=2[CH:5]=1)([O-])=O.[Cl-].[NH4+], predict the reaction product. The product is: [NH2:1][C:4]1[CH:15]=[CH:14][C:7]2[CH2:8][CH2:9][CH2:10][CH2:11][C:12](=[O:13])[C:6]=2[CH:5]=1.